This data is from Full USPTO retrosynthesis dataset with 1.9M reactions from patents (1976-2016). The task is: Predict the reactants needed to synthesize the given product. (1) Given the product [CH2:1]([C:3]1[N:8]=[C:7]([CH3:9])[C:6]2[C:10]([C:13]3[CH:18]=[CH:17][CH:16]=[CH:15][CH:14]=3)=[N:11][N:12]([CH2:55][C:40]3[CH:39]=[CH:38][C:37]([C:36]4[CH:35]=[CH:34][S:33][C:32]=4[S:29]([OH:30])(=[O:31])=[O:54])=[CH:42][CH:41]=3)[C:5]=2[CH:4]=1)[CH3:2], predict the reactants needed to synthesize it. The reactants are: [CH2:1]([C:3]1[N:8]=[C:7]([CH3:9])[C:6]2[C:10]([C:13]3[CH:18]=[CH:17][CH:16]=[CH:15][CH:14]=3)=[N:11][NH:12][C:5]=2[CH:4]=1)[CH3:2].[H-].[Na+].CC1C(N(COCCOC)[S:29]([C:32]2[S:33][CH:34]=[CH:35][C:36]=2[C:37]2[CH:42]=[CH:41][C:40](S(C)(=O)=O)=[CH:39][C:38]=2C)(=[O:31])=[O:30])=NOC=1C.[OH2:54].[CH3:55]N(C)C=O. (2) Given the product [F:20][C:7]1[C:8]([C:10]2[C:15]([CH3:16])=[CH:14][N:13]=[C:12]([O:17][CH3:18])[C:11]=2[CH3:19])=[CH:9][C:4]2[NH:33][C:31](=[O:32])[C:22]3[CH:23]=[N:24][N:25]([C@H:26]4[CH2:30][CH2:29][O:28][CH2:27]4)[C:21]=3[C:5]=2[CH:6]=1, predict the reactants needed to synthesize it. The reactants are: [OH-].[Na+].F[C:4]1[CH:9]=[C:8]([C:10]2[C:15]([CH3:16])=[CH:14][N:13]=[C:12]([O:17][CH3:18])[C:11]=2[CH3:19])[C:7]([F:20])=[CH:6][C:5]=1[C:21]1[N:25]([C@H:26]2[CH2:30][CH2:29][O:28][CH2:27]2)[N:24]=[CH:23][C:22]=1[C:31]([NH2:33])=[O:32].O.C(O)(=O)C. (3) Given the product [Cl:1][C:2]1[CH:7]=[CH:6][C:5]([C:8]2[CH:12]=[CH:11][NH:10][N:9]=2)=[CH:4][C:3]=1[CH2:13][NH2:14], predict the reactants needed to synthesize it. The reactants are: [Cl:1][C:2]1[CH:7]=[CH:6][C:5]([C:8]2[CH:12]=[CH:11][NH:10][N:9]=2)=[CH:4][C:3]=1[CH2:13][NH:14]C(=O)C.S(=O)(=O)(O)O.[OH-].[Na+]. (4) Given the product [CH3:1][C:2]1[N:10]=[C:9]([CH3:11])[CH:8]=[C:7]([C:12]2[CH:13]=[CH:14][C:15]([C:18]([F:21])([F:19])[F:20])=[CH:16][CH:17]=2)[C:3]=1[C:4]([NH:44][C:40]1[CH:39]=[C:38]2[C:43](=[CH:42][CH:41]=1)[N:35]([C:33](=[O:34])[CH2:32][C:27]1[CH:28]=[CH:29][CH:30]=[CH:31][N:26]=1)[CH2:36][CH2:37]2)=[O:5], predict the reactants needed to synthesize it. The reactants are: [CH3:1][C:2]1[N:10]=[C:9]([CH3:11])[CH:8]=[C:7]([C:12]2[CH:17]=[CH:16][C:15]([C:18]([F:21])([F:20])[F:19])=[CH:14][CH:13]=2)[C:3]=1[C:4](O)=[O:5].S(Cl)(Cl)=O.[N:26]1[CH:31]=[CH:30][CH:29]=[CH:28][C:27]=1[CH2:32][C:33]([N:35]1[C:43]2[C:38](=[CH:39][C:40]([NH2:44])=[CH:41][CH:42]=2)[CH2:37][CH2:36]1)=[O:34].C(N(CC)CC)C. (5) Given the product [CH3:5][O:8][C:9]1[CH:14]=[CH:13][C:12]([C:15](=[O:17])[CH3:16])=[CH:11][C:10]=1[CH3:18], predict the reactants needed to synthesize it. The reactants are: S(OC)(O[CH3:5])(=O)=O.[OH:8][C:9]1[CH:14]=[CH:13][C:12]([C:15](=[O:17])[CH3:16])=[CH:11][C:10]=1[CH3:18].C(=O)([O-])[O-].[K+].[K+].